This data is from Catalyst prediction with 721,799 reactions and 888 catalyst types from USPTO. The task is: Predict which catalyst facilitates the given reaction. (1) Reactant: [CH:1]1([Mg]Br)[CH2:3][CH2:2]1.[Mg].C1(Br)CC1.[NH2:11][C:12]1[CH:17]=[CH:16][C:15]([C:18]2[CH:23]=[CH:22][CH:21]=[C:20]([Cl:24])[CH:19]=2)=[CH:14][C:13]=1[C:25]#[N:26].[C:27](=O)(OC)[O:28]C.[Cl-].[NH4+]. Product: [Cl:24][C:20]1[CH:19]=[C:18]([C:15]2[CH:14]=[C:13]3[C:12](=[CH:17][CH:16]=2)[NH:11][C:27](=[O:28])[N:26]=[C:25]3[CH:1]2[CH2:3][CH2:2]2)[CH:23]=[CH:22][CH:21]=1. The catalyst class is: 56. (2) Reactant: [Cl:1][C:2]1[CH:7]=[C:6]([C:8]2[N:13]=[C:12]([S:14][CH3:15])[N:11]=[C:10]([NH:16][CH2:17][CH2:18][OH:19])[CH:9]=2)[CH:5]=[CH:4][N:3]=1.[CH3:20][C:21]([Si:24](Cl)([C:31]1[CH:36]=[CH:35][CH:34]=[CH:33][CH:32]=1)[C:25]1[CH:30]=[CH:29][CH:28]=[CH:27][CH:26]=1)([CH3:23])[CH3:22]. Product: [C:21]([Si:24]([C:31]1[CH:36]=[CH:35][CH:34]=[CH:33][CH:32]=1)([C:25]1[CH:26]=[CH:27][CH:28]=[CH:29][CH:30]=1)[O:19][CH2:18][CH2:17][NH:16][C:10]1[CH:9]=[C:8]([C:6]2[CH:5]=[CH:4][N:3]=[C:2]([Cl:1])[CH:7]=2)[N:13]=[C:12]([S:14][CH3:15])[N:11]=1)([CH3:23])([CH3:20])[CH3:22]. The catalyst class is: 39.